Dataset: Full USPTO retrosynthesis dataset with 1.9M reactions from patents (1976-2016). Task: Predict the reactants needed to synthesize the given product. (1) Given the product [Cl:21][CH2:22][C:23]([N:1]1[C:10]2[C:5](=[CH:6][C:7]([S:11]([NH2:14])(=[O:12])=[O:13])=[CH:8][CH:9]=2)[CH2:4][CH2:3][CH2:2]1)=[O:24], predict the reactants needed to synthesize it. The reactants are: [NH:1]1[C:10]2[C:5](=[CH:6][C:7]([S:11]([NH2:14])(=[O:13])=[O:12])=[CH:8][CH:9]=2)[CH2:4][CH2:3][CH2:2]1.C(=O)([O-])[O-].[K+].[K+].[Cl:21][CH2:22][C:23](Cl)=[O:24]. (2) Given the product [N:27]1([C:20]([O:22][C:23]([CH3:26])([CH3:25])[CH3:24])=[O:21])[CH2:34][CH2:33][CH2:32][CH:28]1[C:29]([O:31][CH:11]([CH2:12][CH:13]1[O:14][CH2:15][CH2:16][CH2:17][O:18]1)[C:10]([C:7]1[CH:8]=[CH:9][C:4]([Br:3])=[CH:5][CH:6]=1)=[O:19])=[O:30], predict the reactants needed to synthesize it. The reactants are: BrBr.[Br:3][C:4]1[CH:9]=[CH:8][C:7]([C:10](=[O:19])[CH2:11][CH2:12][CH:13]2[O:18][CH2:17][CH2:16][CH2:15][O:14]2)=[CH:6][CH:5]=1.[C:20]([N:27]1[CH2:34][CH2:33][CH2:32][C@H:28]1[C:29]([OH:31])=[O:30])([O:22][C:23]([CH3:26])([CH3:25])[CH3:24])=[O:21].CCN(C(C)C)C(C)C. (3) The reactants are: C(=O)([O-])O[CH2:3][CH:4]=[CH:5][C:6]1[CH:11]=[CH:10][CH:9]=[CH:8][CH:7]=1.[CH3:14][O:15][C:16]1[CH:21]=[CH:20][CH:19]=[C:18]([NH2:22])[CH:17]=1. Given the product [C:4]([CH:5]([C:6]1[CH:7]=[CH:8][CH:9]=[CH:10][CH:11]=1)[NH:22][C:18]1[CH:19]=[CH:20][CH:21]=[C:16]([O:15][CH3:14])[CH:17]=1)#[CH:3], predict the reactants needed to synthesize it. (4) Given the product [CH3:10][O:11][N:12]=[C:7]([C:1]1[CH2:6][CH2:5][CH2:4][CH2:3][CH:2]=1)[CH3:8], predict the reactants needed to synthesize it. The reactants are: [C:1]1([C:7](=O)[CH3:8])[CH2:6][CH2:5][CH2:4][CH2:3][CH:2]=1.[CH3:10][O:11][NH2:12]. (5) Given the product [CH3:1][N:2]([CH3:27])[S:3]([N:6]1[CH:10]=[C:9]([C:11]2[CH:19]=[CH:18][C:14]3[O:15][CH2:16][O:17][C:13]=3[CH:12]=2)[C:8]([C:20]2[CH:25]=[CH:24][CH:23]=[C:22]([CH:28]=[CH2:29])[N:21]=2)=[N:7]1)(=[O:5])=[O:4], predict the reactants needed to synthesize it. The reactants are: [CH3:1][N:2]([CH3:27])[S:3]([N:6]1[CH:10]=[C:9]([C:11]2[CH:19]=[CH:18][C:14]3[O:15][CH2:16][O:17][C:13]=3[CH:12]=2)[C:8]([C:20]2[CH:25]=[CH:24][CH:23]=[C:22](Br)[N:21]=2)=[N:7]1)(=[O:5])=[O:4].[CH2:28]([Sn](CCCC)(CCCC)C=C)[CH2:29]CC. (6) Given the product [CH2:11]([O:10][C:8]([NH:7][CH2:6][CH2:5][CH2:4][CH2:3][C@H:2]([NH:1][CH2:28][C:24]1[S:23][CH:27]=[CH:26][CH:25]=1)[C:18]([O:20][CH3:21])=[O:19])=[O:9])[C:12]1[CH:17]=[CH:16][CH:15]=[CH:14][CH:13]=1, predict the reactants needed to synthesize it. The reactants are: [NH2:1][C@H:2]([C:18]([O:20][CH3:21])=[O:19])[CH2:3][CH2:4][CH2:5][CH2:6][NH:7][C:8]([O:10][CH2:11][C:12]1[CH:17]=[CH:16][CH:15]=[CH:14][CH:13]=1)=[O:9].Cl.[S:23]1[CH:27]=[CH:26][CH:25]=[C:24]1[CH:28]=O.C(O)(=O)C.C(O[BH-](OC(=O)C)OC(=O)C)(=O)C.[Na+]. (7) Given the product [NH:1]1[C:9]2[C:4](=[CH:5][C:6]([CH:10]3[CH2:16][CH2:15][NH:14][CH2:13][C:12]4[CH:18]=[CH:19][CH:20]=[CH:21][C:11]3=4)=[CH:7][CH:8]=2)[CH:3]=[CH:2]1, predict the reactants needed to synthesize it. The reactants are: [NH:1]1[C:9]2[C:4](=[CH:5][C:6]([CH:10]3[CH2:16][C:15](=O)[NH:14][CH2:13][C:12]4[CH:18]=[CH:19][CH:20]=[CH:21][C:11]3=4)=[CH:7][CH:8]=2)[CH:3]=[CH:2]1.[H-].[Al+3].[Li+].[H-].[H-].[H-]. (8) Given the product [Cl:11][C:12]1[CH:13]=[C:14]([C:19]2[O:23][N:22]=[C:21]([C:24]3[CH:38]=[CH:37][C:27]([O:28][CH2:29][C:30]([OH:32])=[O:31])=[C:26]([F:39])[CH:25]=3)[N:20]=2)[CH:15]=[N:16][C:17]=1[O:23][CH2:19][CH:14]([CH3:15])[CH3:13], predict the reactants needed to synthesize it. The reactants are: C[Si]([N-][Si](C)(C)C)(C)C.[Li+].[Cl:11][C:12]1[CH:13]=[C:14]([C:19]2[O:23][N:22]=[C:21]([C:24]3[CH:38]=[CH:37][C:27]([O:28][CH2:29][C:30]([O:32]C(C)(C)C)=[O:31])=[C:26]([F:39])[CH:25]=3)[N:20]=2)[CH:15]=[N:16][C:17]=1Cl. (9) Given the product [CH3:1][N:2]([CH3:18])[C:3](=[O:17])[C:4]1[CH:9]=[CH:8][C:7]([NH:10][CH:11]=[O:12])=[CH:6][C:5]=1[S:13]([NH:16][C:30]([NH:29][C:23]1[N:22]=[C:21]([O:20][CH3:19])[CH:26]=[C:25]([O:27][CH3:28])[N:24]=1)=[O:31])(=[O:15])=[O:14], predict the reactants needed to synthesize it. The reactants are: [CH3:1][N:2]([CH3:18])[C:3](=[O:17])[C:4]1[CH:9]=[CH:8][C:7]([NH:10][CH:11]=[O:12])=[CH:6][C:5]=1[S:13]([NH2:16])(=[O:15])=[O:14].[CH3:19][O:20][C:21]1[CH:26]=[C:25]([O:27][CH3:28])[N:24]=[C:23]([N:29](C2C=CC=CC=2)[C:30](=O)[O-:31])[N:22]=1.C(=O)([O-])[O-].[K+].[K+].C1(C)C(C)=CC=CC=1.